Dataset: Full USPTO retrosynthesis dataset with 1.9M reactions from patents (1976-2016). Task: Predict the reactants needed to synthesize the given product. (1) Given the product [CH3:1][O:2][C:3]1[CH:8]=[CH:7][C:6]([C:9]2[C:14]([C:15]3[CH:16]=[CH:17][C:18]([O:21][CH3:22])=[CH:19][CH:20]=3)=[N:13][N:12]([CH2:27][CH2:26][OH:25])[C:11](=[O:23])[CH:10]=2)=[CH:5][CH:4]=1, predict the reactants needed to synthesize it. The reactants are: [CH3:1][O:2][C:3]1[CH:8]=[CH:7][C:6]([C:9]2[C:14]([C:15]3[CH:20]=[CH:19][C:18]([O:21][CH3:22])=[CH:17][CH:16]=3)=[N:13][NH:12][C:11](=[O:23])[CH:10]=2)=[CH:5][CH:4]=1.C1(=O)O[CH2:27][CH2:26][O:25]1.O. (2) Given the product [CH3:1][CH2:2][CH2:3][C:4]1[N:8]([CH2:9][C:10]2[CH:11]=[CH:12][C:13]([C:16]3[CH:17]=[CH:18][CH:19]=[CH:20][C:21]=3[C:22]3[NH:26][N:25]=[N:24][N:23]=3)=[CH:14][CH:15]=2)[C:7]([C:46]([O:48][CH2:49][C:50]2[O:55][C:53](=[O:54])[O:52][C:51]=2[CH3:56])=[O:47])=[C:6]([C:57]([OH:60])([CH3:59])[CH3:58])[N:5]=1, predict the reactants needed to synthesize it. The reactants are: [CH3:1][CH2:2][CH2:3][C:4]1[N:8]([CH2:9][C:10]2[CH:15]=[CH:14][C:13]([C:16]3[C:21]([C:22]4[N:26](C(C5C=CC=CC=5)(C5C=CC=CC=5)C5C=CC=CC=5)[N:25]=[N:24][N:23]=4)=[CH:20][CH:19]=[CH:18][CH:17]=3)=[CH:12][CH:11]=2)[C:7]([C:46]([O:48][CH2:49][C:50]2[O:55][C:53](=[O:54])[O:52][C:51]=2[CH3:56])=[O:47])=[C:6]([C:57]([OH:60])([CH3:59])[CH3:58])[N:5]=1.Br. (3) Given the product [CH3:30][C:25]1[S:26][CH:27]=[C:28]([CH3:29])[C:24]=1[C:2]1[C:3]([C:10]2[CH:15]=[CH:14][C:13]([O:16][CH3:17])=[CH:12][C:11]=2[F:18])=[N:4][N:5]([CH3:9])[C:6]=1[C:7]#[N:8], predict the reactants needed to synthesize it. The reactants are: Br[C:2]1[C:3]([C:10]2[CH:15]=[CH:14][C:13]([O:16][CH3:17])=[CH:12][C:11]=2[F:18])=[N:4][N:5]([CH3:9])[C:6]=1[C:7]#[N:8].C([Sn](CCCC)(CCCC)[C:24]1[C:28]([CH3:29])=[CH:27][S:26][C:25]=1[CH3:30])CCC.C1(C)C=CC=CC=1P(C1C=CC=CC=1C)C1C=CC=CC=1C. (4) Given the product [CH2:36]([N:3]([CH2:1][CH3:2])[CH2:4]/[CH:5]=[CH:6]\[C:7]1[CH:12]=[C:11]([F:13])[CH:10]=[CH:9][C:8]=1[S:14]([NH:17][C:18]1[C:31]([C:32]([OH:34])=[O:33])=[C:30]2[C:21]([C:22]3[CH:23]=[CH:24][N:25]=[N:26][C:27]=3[CH2:28][O:29]2)=[CH:20][CH:19]=1)(=[O:15])=[O:16])[CH3:37], predict the reactants needed to synthesize it. The reactants are: [CH2:1]([N:3]([CH2:36][CH3:37])[CH2:4]/[CH:5]=[CH:6]\[C:7]1[CH:12]=[C:11]([F:13])[CH:10]=[CH:9][C:8]=1[S:14]([NH:17][C:18]1[C:31]([C:32]([O:34]C)=[O:33])=[C:30]2[C:21]([C:22]3[CH:23]=[CH:24][N:25]=[N:26][C:27]=3[CH2:28][O:29]2)=[CH:20][CH:19]=1)(=[O:16])=[O:15])[CH3:2].O.[OH-].[Li+].O1CCOCC1.O. (5) Given the product [C:23]([C:24]([C:25]([O:27][CH2:28][CH3:29])=[O:26])=[CH:1][C:3]1[CH:4]=[C:5]([C:14]([O:16][CH2:17][CH3:18])=[O:15])[C:6](=[O:13])[N:7]2[C:12]=1[CH:11]=[CH:10][CH:9]=[CH:8]2)([O:31][CH2:32][CH3:33])=[O:30], predict the reactants needed to synthesize it. The reactants are: [CH:1]([C:3]1[CH:4]=[C:5]([C:14]([O:16][CH2:17][CH3:18])=[O:15])[C:6](=[O:13])[N:7]2[C:12]=1[CH:11]=[CH:10][CH:9]=[CH:8]2)=O.C(O)(=O)C.[C:23]([O:31][CH2:32][CH3:33])(=[O:30])[CH2:24][C:25]([O:27][CH2:28][CH3:29])=[O:26]. (6) Given the product [CH2:12]([O:11][C:9](=[O:10])[C:3]([CH2:2][O:1][S:24]([CH3:23])(=[O:26])=[O:25])([CH2:14][O:15][S:24]([CH3:23])(=[O:26])=[O:25])[C:4]([O:6][CH2:7][CH3:8])=[O:5])[CH3:13], predict the reactants needed to synthesize it. The reactants are: [OH:1][CH2:2][C:3]([CH2:14][OH:15])([C:9]([O:11][CH2:12][CH3:13])=[O:10])[C:4]([O:6][CH2:7][CH3:8])=[O:5].C(N(CC)CC)C.[CH3:23][S:24](Cl)(=[O:26])=[O:25].